Dataset: Reaction yield outcomes from USPTO patents with 853,638 reactions. Task: Predict the reaction yield, written as a fraction of the theoretical maximum amount of product (1.0 means a 100% yield; for example, 0.34 means a 34% yield). The reactants are [CH2:1]=O.Cl.[CH3:4][NH:5][CH3:6].[NH:7]1[C:11]2=[N:12][CH:13]=[C:14](/[CH:16]=[CH:17]/[C:18]([O:20][C:21]([CH3:24])([CH3:23])[CH3:22])=[O:19])[CH:15]=[C:10]2[CH:9]=[CH:8]1. The catalyst is C(O)(C)C. The product is [CH3:4][N:5]([CH2:1][C:9]1[C:10]2[C:11](=[N:12][CH:13]=[C:14](/[CH:16]=[CH:17]/[C:18]([O:20][C:21]([CH3:24])([CH3:23])[CH3:22])=[O:19])[CH:15]=2)[NH:7][CH:8]=1)[CH3:6]. The yield is 0.460.